This data is from Full USPTO retrosynthesis dataset with 1.9M reactions from patents (1976-2016). The task is: Predict the reactants needed to synthesize the given product. (1) Given the product [Cl:1][C:2]1[CH:3]=[C:4]2[C:9](=[CH:10][C:11]=1[O:12][C:13]1[CH:14]=[CH:15][C:16]([C:19](=[O:33])[NH:20][CH2:21][CH2:22][C:23]3[CH:28]=[CH:27][C:26]([Cl:29])=[CH:25][C:24]=3[CH:30]3[CH2:32][CH2:31]3)=[CH:17][CH:18]=1)[O:8][CH2:7][CH2:6][CH:5]2[C:34]([OH:36])=[O:35], predict the reactants needed to synthesize it. The reactants are: [Cl:1][C:2]1[CH:3]=[C:4]2[C:9](=[CH:10][C:11]=1[O:12][C:13]1[CH:18]=[CH:17][C:16]([C:19](=[O:33])[NH:20][CH2:21][CH2:22][C:23]3[CH:28]=[CH:27][C:26]([Cl:29])=[CH:25][C:24]=3[CH:30]3[CH2:32][CH2:31]3)=[CH:15][CH:14]=1)[O:8][CH2:7][CH2:6][CH:5]2[C:34]([O:36]CC)=[O:35].[OH-].[Na+].C(Cl)(Cl)Cl.CO.CC(O)=O. (2) Given the product [CH2:1]([C:8]1[CH:9]=[CH:10][C:11]([N:14]2[CH2:19][CH2:18][CH:17]([CH2:20][C:21]3[N:26]=[C:25]([C:27]([NH:29][CH2:30][C:31]([O:33][CH2:34][CH3:35])=[O:32])=[O:28])[C:24]([OH:36])=[C:23]([CH3:37])[N:22]=3)[CH2:16][CH2:15]2)=[C:12]([Br:38])[CH:13]=1)[C:2]1[CH:7]=[CH:6][CH:5]=[CH:4][CH:3]=1, predict the reactants needed to synthesize it. The reactants are: [CH2:1]([C:8]1[CH:13]=[CH:12][C:11]([N:14]2[CH2:19][CH2:18][CH:17]([CH2:20][C:21]3[N:26]=[C:25]([C:27]([NH:29][CH2:30][C:31]([O:33][CH2:34][CH3:35])=[O:32])=[O:28])[C:24]([OH:36])=[C:23]([CH3:37])[N:22]=3)[CH2:16][CH2:15]2)=[CH:10][CH:9]=1)[C:2]1[CH:7]=[CH:6][CH:5]=[CH:4][CH:3]=1.[Br:38]N1C(=O)CCC1=O.C(=O)([O-])O.[Na+]. (3) Given the product [CH3:14][O:13][C:7]1[CH:8]=[C:9]([O:11][CH3:12])[CH:10]=[C:2]2[C:3]=1[C:4](=[O:5])[NH:6][C:15]([C:16]1[CH:23]=[CH:22][CH:21]=[CH:20][C:17]=1[CH3:18])=[N:1]2, predict the reactants needed to synthesize it. The reactants are: [NH2:1][C:2]1[CH:10]=[C:9]([O:11][CH3:12])[CH:8]=[C:7]([O:13][CH3:14])[C:3]=1[C:4]([NH2:6])=[O:5].[CH3:15][C:16]1[CH:23]=[CH:22][CH:21]=[CH:20][C:17]=1[CH:18]=O.OS([O-])=O.[Na+].CC1C=CC(S(O)(=O)=O)=CC=1.O. (4) The reactants are: [Cl:1][C:2]1[CH:7]=[CH:6][C:5]([CH2:8][C:9]([OH:11])=[O:10])=[CH:4][CH:3]=1.S(=O)(=O)(O)O.[CH2:17](O)[CH3:18]. Given the product [CH2:17]([O:10][C:9](=[O:11])[CH2:8][C:5]1[CH:4]=[CH:3][C:2]([Cl:1])=[CH:7][CH:6]=1)[CH3:18], predict the reactants needed to synthesize it. (5) Given the product [CH3:18][C:6]1[N:5]=[C:4]2[S:19][C:20]3[CH2:25][CH2:24][CH2:23][CH2:22][C:21]=3[C:3]2=[C:2]([C:40]2[C:39]3[C:44]4=[C:35]([CH2:34][CH2:33][O:32][C:43]4=[CH:42][CH:41]=2)[CH:36]=[CH:37][N:38]=3)[C:7]=1[CH:8]([O:13][C:14]([CH3:17])([CH3:16])[CH3:15])[C:9]([O:11][CH3:12])=[O:10], predict the reactants needed to synthesize it. The reactants are: I[C:2]1[C:7]([CH:8]([O:13][C:14]([CH3:17])([CH3:16])[CH3:15])[C:9]([O:11][CH3:12])=[O:10])=[C:6]([CH3:18])[N:5]=[C:4]2[S:19][C:20]3[CH2:25][CH2:24][CH2:23][CH2:22][C:21]=3[C:3]=12.C(=O)([O-])[O-].[K+].[K+].[O:32]1[C:43]2[C:44]3[C:39]([C:40](B(O)O)=[CH:41][CH:42]=2)=[N:38][CH:37]=[CH:36][C:35]=3[CH2:34][CH2:33]1.C(OCC)(=O)C. (6) Given the product [CH2:12]([O:14][C:15]([C:16]1[C:17]([CH3:18])=[N:11][N:10]([C:6]2[CH:7]=[CH:8][CH:9]=[C:4]([O:3][CH3:2])[CH:5]=2)[C:20]=1[CH3:21])=[O:23])[CH3:13], predict the reactants needed to synthesize it. The reactants are: Cl.[CH3:2][O:3][C:4]1[CH:5]=[C:6]([NH:10][NH2:11])[CH:7]=[CH:8][CH:9]=1.[CH2:12]([O:14][C:15](=[O:23])[CH:16]([C:20](=O)[CH3:21])[C:17](=O)[CH3:18])[CH3:13].N1C=CC=CC=1. (7) Given the product [CH3:13][C:8]([C:14]1[CH:19]=[CH:18][CH:17]=[CH:16][CH:15]=1)([CH3:7])[CH2:9][CH2:10][OH:11], predict the reactants needed to synthesize it. The reactants are: [H-].[Al+3].[Li+].[H-].[H-].[H-].[CH3:7][C:8]([C:14]1[CH:19]=[CH:18][CH:17]=[CH:16][CH:15]=1)([CH3:13])[CH2:9][C:10](O)=[O:11].O.[OH-].[Na+].